From a dataset of Reaction yield outcomes from USPTO patents with 853,638 reactions. Predict the reaction yield, written as a fraction of the theoretical maximum amount of product (1.0 means a 100% yield; for example, 0.34 means a 34% yield). (1) The reactants are [C:1]1([S:7][CH2:8][C@H:9]([NH:15][C:16]2[CH:21]=[CH:20][C:19]([S:22](=[O:25])(=[O:24])[NH2:23])=[CH:18][C:17]=2[S:26]([C:29]([F:32])([F:31])[F:30])(=[O:28])=[O:27])[CH2:10][C:11]([O:13]C)=[O:12])[CH:6]=[CH:5][CH:4]=[CH:3][CH:2]=1.C1COCC1.CO.[Li+].[OH-]. The catalyst is O. The product is [C:1]1([S:7][CH2:8][C@H:9]([NH:15][C:16]2[CH:21]=[CH:20][C:19]([S:22](=[O:24])(=[O:25])[NH2:23])=[CH:18][C:17]=2[S:26]([C:29]([F:30])([F:31])[F:32])(=[O:28])=[O:27])[CH2:10][C:11]([OH:13])=[O:12])[CH:6]=[CH:5][CH:4]=[CH:3][CH:2]=1. The yield is 0.930. (2) The reactants are [I:1][C:2]1[C:10]([CH3:11])=[CH:9][CH:8]=[CH:7][C:3]=1[C:4]([OH:6])=O.Cl.[CH2:13]([O:15][C:16]([C:18]1([NH2:29])[CH2:26][C:25]2[C:20](=[C:21]([F:28])[CH:22]=[CH:23][C:24]=2[F:27])[CH2:19]1)=[O:17])[CH3:14].CN(C(ON1N=NC2C=CC=NC1=2)=[N+](C)C)C.F[P-](F)(F)(F)(F)F.CCN(C(C)C)C(C)C. The catalyst is CN(C=O)C.CCOC(C)=O. The product is [CH2:13]([O:15][C:16]([C:18]1([NH:29][C:4](=[O:6])[C:3]2[CH:7]=[CH:8][CH:9]=[C:10]([CH3:11])[C:2]=2[I:1])[CH2:26][C:25]2[C:20](=[C:21]([F:28])[CH:22]=[CH:23][C:24]=2[F:27])[CH2:19]1)=[O:17])[CH3:14]. The yield is 0.750. (3) The reactants are C(OC([NH:8][C@H:9]([C:49]1[CH:61]=[CH:60][C:52]([O:53][CH2:54][C:55]([O:57][CH2:58][CH3:59])=[O:56])=[CH:51][CH:50]=1)[CH2:10][N:11]1[C:16](=[O:17])[C:15]2[C:18]3([O:34][CH2:35][C:14]=2[N:13]([CH2:36][C:37]2[C:42]([C:43]([F:46])([F:45])[F:44])=[CH:41][CH:40]=[CH:39][C:38]=2[F:47])[C:12]1=[O:48])[CH2:23][CH2:22][N:21]([CH2:24][C:25]1[O:26][C:27]([C:30]([F:33])([F:32])[F:31])=[CH:28][CH:29]=1)[CH2:20][CH2:19]3)=O)(C)(C)C.Cl. The catalyst is ClCCl. The product is [NH2:8][C@H:9]([C:49]1[CH:50]=[CH:51][C:52]([O:53][CH2:54][C:55]([O:57][CH2:58][CH3:59])=[O:56])=[CH:60][CH:61]=1)[CH2:10][N:11]1[C:16](=[O:17])[C:15]2[C:18]3([O:34][CH2:35][C:14]=2[N:13]([CH2:36][C:37]2[C:42]([C:43]([F:44])([F:45])[F:46])=[CH:41][CH:40]=[CH:39][C:38]=2[F:47])[C:12]1=[O:48])[CH2:19][CH2:20][N:21]([CH2:24][C:25]1[O:26][C:27]([C:30]([F:32])([F:31])[F:33])=[CH:28][CH:29]=1)[CH2:22][CH2:23]3. The yield is 0.870.